Dataset: Full USPTO retrosynthesis dataset with 1.9M reactions from patents (1976-2016). Task: Predict the reactants needed to synthesize the given product. (1) The reactants are: [CH3:1][CH:2]1[CH2:7][NH:6][CH2:5][CH2:4][NH:3]1.CC(O)=O.Cl[C:13]([O:15][CH2:16][CH3:17])=[O:14].O. Given the product [CH2:16]([O:15][C:13]([N:6]1[CH2:5][CH2:4][NH:3][CH:2]([CH3:1])[CH2:7]1)=[O:14])[CH3:17], predict the reactants needed to synthesize it. (2) Given the product [CH:1]1([C:6]([N:8]2[CH2:13][CH:12]([C:14]3[CH:15]=[CH:16][C:17]([CH2:20][CH3:21])=[CH:18][CH:19]=3)[CH2:11][CH:10]([C:22]3[O:24][N:28]=[C:27]([C:29]4[CH:34]=[CH:33][N:32]=[CH:31][CH:30]=4)[N:26]=3)[CH2:9]2)=[O:7])[CH2:5][CH2:4][CH2:3][CH2:2]1, predict the reactants needed to synthesize it. The reactants are: [CH:1]1([C:6]([N:8]2[CH2:13][CH:12]([C:14]3[CH:19]=[CH:18][C:17]([CH2:20][CH3:21])=[CH:16][CH:15]=3)[CH2:11][CH:10]([C:22]([OH:24])=O)[CH2:9]2)=[O:7])[CH2:5][CH2:4][CH2:3][CH2:2]1.O[N:26]=[C:27]([C:29]1[CH:34]=[CH:33][N:32]=[CH:31][CH:30]=1)[NH2:28]. (3) Given the product [I-:2].[Mg+2:1].[I-:2].[Si:4]([O:11][CH2:12][CH2:13][C@@H:14]([C:29]1[CH:34]=[CH:33][C:32]([Cl:35])=[C:31]([Cl:36])[CH:30]=1)[CH2:15][NH:16][C:17](=[O:28])[C:18]1[CH:23]=[CH:22][CH:21]=[C:20]([C:24]#[N:25])[C:19]=1[OH:26])([C:7]([CH3:10])([CH3:9])[CH3:8])([CH3:6])[CH3:5], predict the reactants needed to synthesize it. The reactants are: [Mg:1].[I:2]I.[Si:4]([O:11][CH2:12][CH2:13][C@@H:14]([C:29]1[CH:34]=[CH:33][C:32]([Cl:35])=[C:31]([Cl:36])[CH:30]=1)[CH2:15][NH:16][C:17](=[O:28])[C:18]1[CH:23]=[CH:22][CH:21]=[C:20]([C:24]#[N:25])[C:19]=1[O:26]C)([C:7]([CH3:10])([CH3:9])[CH3:8])([CH3:6])[CH3:5]. (4) Given the product [O:1]=[C:2]1[CH2:7][CH2:6][CH2:5][C@H:4]([N:8]2[C:16](=[O:17])[C:15]3[C:10](=[CH:11][CH:12]=[CH:13][CH:14]=3)[C:9]2=[O:18])[CH2:3]1, predict the reactants needed to synthesize it. The reactants are: [OH:1][C@@H:2]1[CH2:7][CH2:6][CH2:5][C@H:4]([N:8]2[C:16](=[O:17])[C:15]3[C:10](=[CH:11][CH:12]=[CH:13][CH:14]=3)[C:9]2=[O:18])[CH2:3]1.[Cr](Cl)([O-])(=O)=O.[NH+]1C=CC=CC=1.C(=O)(O)[O-].[Na+]. (5) Given the product [CH3:24][N:23]1[C:3]2[C:2](=[O:27])[C:11]3[CH:10]=[C:9]([CH2:12][C:13]4[CH:14]=[C:15]([CH:18]=[CH:19][CH:20]=4)[C:16]#[N:17])[CH:8]=[CH:7][C:6]=3[NH:5][C:4]=2[CH:21]=[N:22]1, predict the reactants needed to synthesize it. The reactants are: Cl[C:2]1[C:11]2[CH:10]=[C:9]([CH2:12][C:13]3[CH:14]=[C:15]([CH:18]=[CH:19][CH:20]=3)[C:16]#[N:17])[CH:8]=[CH:7][C:6]=2[N:5]=[C:4]2[CH:21]=[N:22][N:23]([CH3:24])[C:3]=12.C(O)(=[O:27])C. (6) Given the product [CH:1]([N:14]1[C:18]2[CH:19]=[C:20]([C:23]3[CH:28]=[C:27]([CH3:29])[CH:26]=[CH:25][C:24]=3[OH:30])[CH:21]=[CH:22][C:17]=2[O:16][C:15]1=[O:38])([C:8]1[CH:13]=[CH:12][CH:11]=[CH:10][CH:9]=1)[C:2]1[CH:3]=[CH:4][CH:5]=[CH:6][CH:7]=1, predict the reactants needed to synthesize it. The reactants are: [CH:1]([N:14]1[C:18]2[CH:19]=[C:20]([C:23]3[CH:28]=[C:27]([CH3:29])[CH:26]=[CH:25][C:24]=3[O:30]CC3C=CC=CC=3)[CH:21]=[CH:22][C:17]=2[O:16][C:15]1=[O:38])([C:8]1[CH:13]=[CH:12][CH:11]=[CH:10][CH:9]=1)[C:2]1[CH:7]=[CH:6][CH:5]=[CH:4][CH:3]=1. (7) Given the product [CH3:13][N:14]1[CH2:15][CH2:16][N:17]([C:20]2[CH:21]=[C:22]([NH:23][C:2]3[CH:7]=[CH:6][N:5]4[N:8]=[CH:9][C:10]([CH:11]=[O:12])=[C:4]4[N:3]=3)[CH:24]=[CH:25][CH:26]=2)[CH2:18][CH2:19]1, predict the reactants needed to synthesize it. The reactants are: Cl[C:2]1[CH:7]=[CH:6][N:5]2[N:8]=[CH:9][C:10]([CH:11]=[O:12])=[C:4]2[N:3]=1.[CH3:13][N:14]1[CH2:19][CH2:18][N:17]([C:20]2[CH:21]=[C:22]([CH:24]=[CH:25][CH:26]=2)[NH2:23])[CH2:16][CH2:15]1.ClCCl.O. (8) Given the product [F:1][C:2]1[CH:3]=[C:4]([NH:11][CH:12]2[CH2:17][CH2:16][N:15]([CH3:18])[CH2:14][CH2:13]2)[CH:5]=[CH:6][C:7]=1[NH2:8], predict the reactants needed to synthesize it. The reactants are: [F:1][C:2]1[CH:3]=[C:4]([NH:11][CH:12]2[CH2:17][CH2:16][N:15]([CH3:18])[CH2:14][CH2:13]2)[CH:5]=[CH:6][C:7]=1[N+:8]([O-])=O.